This data is from Forward reaction prediction with 1.9M reactions from USPTO patents (1976-2016). The task is: Predict the product of the given reaction. (1) Given the reactants [NH:1]1[C:5]2[CH:6]=[CH:7][CH:8]=[CH:9][C:4]=2[NH:3][C:2]1=[S:10].[H-].[Na+].Cl[C:14]1[S:15][C:16]([CH:19]=[O:20])=[CH:17][N:18]=1, predict the reaction product. The product is: [NH:1]1[C:5]2[CH:6]=[CH:7][CH:8]=[CH:9][C:4]=2[N:3]=[C:2]1[S:10][C:14]1[S:15][C:16]([CH:19]=[O:20])=[CH:17][N:18]=1. (2) Given the reactants Cl[C:2]1[N:7]=[C:6]([N:8]2[CH2:13][CH2:12][O:11][CH2:10][CH2:9]2)[N:5]=[C:4]([N:14]2[CH2:19][CH2:18][O:17][CH2:16][CH2:15]2)[N:3]=1.[NH2:20][C:21]1[CH:26]=[CH:25][C:24](B2OC(C)(C)C(C)(C)O2)=[CH:23][CH:22]=1, predict the reaction product. The product is: [O:17]1[CH2:18][CH2:19][N:14]([C:4]2[N:5]=[C:6]([N:8]3[CH2:13][CH2:12][O:11][CH2:10][CH2:9]3)[N:7]=[C:2]([C:24]3[CH:25]=[CH:26][C:21]([NH2:20])=[CH:22][CH:23]=3)[N:3]=2)[CH2:15][CH2:16]1. (3) Given the reactants [N:1]1([C:6]2[CH:7]=[C:8]3[C:13](=[CH:14][C:15]=2[C:16]([F:19])([F:18])[F:17])[NH:12][C:11](=[O:20])[N:10]([NH:21][S:22]([CH3:25])(=[O:24])=[O:23])[C:9]3=[O:26])[CH:5]=[CH:4][N:3]=[CH:2]1.[C:27](Cl)(=[O:32])[CH2:28][CH2:29][CH2:30][CH3:31], predict the reaction product. The product is: [N:1]1([C:6]2[CH:7]=[C:8]3[C:13](=[CH:14][C:15]=2[C:16]([F:18])([F:19])[F:17])[NH:12][C:11](=[O:20])[N:10]([N:21]([C:27](=[O:32])[CH2:28][CH2:29][CH2:30][CH3:31])[S:22]([CH3:25])(=[O:23])=[O:24])[C:9]3=[O:26])[CH:5]=[CH:4][N:3]=[CH:2]1. (4) The product is: [CH2:1]([C:5]1([CH2:19][CH2:20][CH2:21][CH3:22])[C:17]2[C:16]([N:23]([C:7]3[C:6]4[C:5]([CH2:19][CH2:20][CH2:51][CH3:52])([CH2:1][CH2:2][CH2:3][CH3:4])[C:17]5[C:12](=[CH:13][CH:14]=[CH:15][CH:16]=5)[C:11]=4[CH:10]=[CH:9][CH:8]=3)[C:24]3[CH:29]=[CH:28][CH:27]=[CH:26][CH:25]=3)=[CH:15][CH:14]=[CH:13][C:12]=2[C:11]2[C:6]1=[CH:7][CH:8]=[CH:9][CH:10]=2)[CH2:2][CH2:3][CH3:4]. Given the reactants [CH2:1]([C:5]1([CH2:19][CH2:20][CH2:21][CH3:22])[C:17]2[CH:16]=[C:15](I)[CH:14]=[CH:13][C:12]=2[C:11]2[C:6]1=[CH:7][CH:8]=[CH:9][CH:10]=2)[CH2:2][CH2:3][CH3:4].[NH2:23][C:24]1[CH:29]=[CH:28][CH:27]=[CH:26][CH:25]=1.C(=O)([O-])[O-].[K+].[K+].C1O[CH2:52][CH2:51]OCCOCCOCCOCCOC1, predict the reaction product. (5) Given the reactants [Br:1][C:2]1[CH:10]=[CH:9][C:5]2[O:6][CH2:7][O:8][C:4]=2[CH:3]=1.[Cl:11]N1C(=O)CCC1=O, predict the reaction product. The product is: [Br:1][C:2]1[CH:10]=[C:9]([Cl:11])[C:5]2[O:6][CH2:7][O:8][C:4]=2[CH:3]=1. (6) Given the reactants [C:1]([O:5][C:6]([N:8]1[CH2:11][CH:10]([O:12][C:13]2[C:14]3[CH2:22][N:21](CC4C=CC=CC=4)[CH2:20][CH2:19][C:15]=3[N:16]=[CH:17][N:18]=2)[CH2:9]1)=[O:7])([CH3:4])([CH3:3])[CH3:2].C([O-])=O.[NH4+], predict the reaction product. The product is: [C:1]([O:5][C:6]([N:8]1[CH2:11][CH:10]([O:12][C:13]2[C:14]3[CH2:22][NH:21][CH2:20][CH2:19][C:15]=3[N:16]=[CH:17][N:18]=2)[CH2:9]1)=[O:7])([CH3:4])([CH3:2])[CH3:3]. (7) Given the reactants [CH3:1][O:2][C:3]1[CH:4]=[CH:5][C:6](/[CH:11]=[CH:12]/[C:13]([NH:15][C:16]2[CH:17]=[CH:18][CH:19]=[CH:20][C:21]=2[C:22]([OH:24])=[O:23])=[O:14])=[CH:7][C:8]=1[O:9][CH3:10].[S:25]1([C:36]2[C:31](=[CH:32][CH:33]=[CH:34][CH:35]=2)[C:29](=[O:30])[NH:28]1)(=[O:27])=[O:26], predict the reaction product. The product is: [CH3:1][O:2][C:3]1[CH:4]=[CH:5][C:6](/[CH:11]=[CH:12]/[C:13]([NH:15][C:16]2[CH:17]=[CH:18][CH:19]=[CH:20][C:21]=2[C:22]([OH:24])=[O:23])=[O:14])=[CH:7][C:8]=1[O:9][CH3:10].[S:25]1([C:36]2[C:31](=[CH:32][CH:33]=[CH:34][CH:35]=2)[C:29](=[O:30])[NH:28]1)(=[O:26])=[O:27].